From a dataset of Peptide-MHC class I binding affinity with 185,985 pairs from IEDB/IMGT. Regression. Given a peptide amino acid sequence and an MHC pseudo amino acid sequence, predict their binding affinity value. This is MHC class I binding data. (1) The peptide sequence is NYSGVVTTI. The MHC is HLA-A26:01 with pseudo-sequence HLA-A26:01. The binding affinity (normalized) is 0.0371. (2) The peptide sequence is MPMSMPIPM. The MHC is HLA-B45:06 with pseudo-sequence HLA-B45:06. The binding affinity (normalized) is 0.213. (3) The peptide sequence is AYISSEATTPQ. The MHC is Patr-A0901 with pseudo-sequence Patr-A0901. The binding affinity (normalized) is 0.441. (4) The peptide sequence is LVGPTPVNI. The MHC is HLA-B14:02 with pseudo-sequence HLA-B14:02. The binding affinity (normalized) is 0. (5) The peptide sequence is RMGAVTTEV. The MHC is HLA-A68:02 with pseudo-sequence HLA-A68:02. The binding affinity (normalized) is 0.0566. (6) The peptide sequence is FEWIEAKLSA. The MHC is HLA-B18:01 with pseudo-sequence HLA-B18:01. The binding affinity (normalized) is 0.379. (7) The peptide sequence is WFREDRSPV. The MHC is HLA-B40:01 with pseudo-sequence HLA-B40:01. The binding affinity (normalized) is 0.0847. (8) The peptide sequence is SLSEPWRDF. The MHC is HLA-A02:06 with pseudo-sequence HLA-A02:06. The binding affinity (normalized) is 0.0847.